This data is from Forward reaction prediction with 1.9M reactions from USPTO patents (1976-2016). The task is: Predict the product of the given reaction. (1) Given the reactants [Br:1][C:2]1[C:11]([CH2:12][OH:13])=[C:10]2[C:5]([NH:6][C:7]([CH3:17])([CH3:16])[C:8](=[O:15])[N:9]2[CH3:14])=[CH:4][CH:3]=1.[F:18][C:19]1[CH:20]=[CH:21][C:22]([CH3:26])=[C:23](O)[CH:24]=1.C(P(CCCC)CCCC)CCC.N(C(N1CCCCC1)=O)=NC(N1CCCCC1)=O, predict the reaction product. The product is: [Br:1][C:2]1[C:11]([CH2:12][O:13][C:21]2[CH:20]=[C:19]([F:18])[CH:24]=[CH:23][C:22]=2[CH3:26])=[C:10]2[C:5]([NH:6][C:7]([CH3:17])([CH3:16])[C:8](=[O:15])[N:9]2[CH3:14])=[CH:4][CH:3]=1. (2) Given the reactants C[O:2][C:3](=[O:19])[C@H:4]([NH:11][C:12]1[CH:17]=[CH:16][C:15]([F:18])=[CH:14][CH:13]=1)[C:5]1[CH:10]=[CH:9][CH:8]=[CH:7][CH:6]=1.Cl, predict the reaction product. The product is: [F:18][C:15]1[CH:16]=[CH:17][C:12]([NH:11][C@H:4]([C:5]2[CH:6]=[CH:7][CH:8]=[CH:9][CH:10]=2)[C:3]([OH:19])=[O:2])=[CH:13][CH:14]=1. (3) Given the reactants [Cl:1][C:2]1[C:3]([O:12][C:13]2[CH:18]=[C:17]([O:19][CH2:20][CH2:21][O:22][CH3:23])[CH:16]=[CH:15][C:14]=2[CH:24]([CH3:29])[CH2:25][C:26]([OH:28])=O)=[N:4][CH:5]=[C:6]([C:8]([F:11])([F:10])[F:9])[CH:7]=1.[CH2:30]([S:35]([NH2:38])(=[O:37])=[O:36])[CH2:31][CH2:32][CH2:33][CH3:34].N12CCCN=C1CCCCC2, predict the reaction product. The product is: [Cl:1][C:2]1[C:3]([O:12][C:13]2[CH:18]=[C:17]([O:19][CH2:20][CH2:21][O:22][CH3:23])[CH:16]=[CH:15][C:14]=2[CH:24]([CH3:29])[CH2:25][C:26]([NH:38][S:35]([CH2:30][CH2:31][CH2:32][CH2:33][CH3:34])(=[O:37])=[O:36])=[O:28])=[N:4][CH:5]=[C:6]([C:8]([F:10])([F:11])[F:9])[CH:7]=1. (4) Given the reactants N1C=CC=CC=1.Cl[C:8]([O:10]CC)=[O:9].[Cl:13][C:14]1[CH:15]=[CH:16][C:17]2[N:18]([N:20]=[C:21]([C:34]3[CH:39]=[CH:38][CH:37]=[CH:36][CH:35]=3)[C:22]=2[CH2:23][C:24]2[N:29]=[C:28]([C:30]([NH:32]O)=[NH:31])[CH:27]=[CH:26][CH:25]=2)[CH:19]=1.Cl, predict the reaction product. The product is: [Cl:13][C:14]1[CH:15]=[CH:16][C:17]2[N:18]([N:20]=[C:21]([C:34]3[CH:35]=[CH:36][CH:37]=[CH:38][CH:39]=3)[C:22]=2[CH2:23][C:24]2[N:29]=[C:28]([C:30]3[NH:32][C:8](=[O:9])[O:10][N:31]=3)[CH:27]=[CH:26][CH:25]=2)[CH:19]=1. (5) Given the reactants COC([CH:5]1[C:10](=[O:11])[CH2:9][CH2:8][N:7]([N:12]2[CH2:17][CH2:16][CH2:15][CH2:14][CH2:13]2)[C:6]1=[O:18])=O, predict the reaction product. The product is: [N:7]1([N:12]2[CH2:17][CH2:16][CH2:15][CH2:14][CH2:13]2)[CH2:8][CH2:9][C:10](=[O:11])[CH2:5][C:6]1=[O:18]. (6) Given the reactants [F:1][C:2]([F:42])([F:41])[C@H:3]([N:28]1[CH2:32][CH2:31][C@H:30]([NH:33]C(=O)OC(C)(C)C)[CH2:29]1)[C:4]1[CH:5]=[CH:6][C:7]2[N:8]([C:10]([C:13]3[CH:22]=[CH:21][C:20]4[C:15](=[CH:16][C:17]([O:24][CH2:25][CH2:26][OH:27])=[C:18]([F:23])[CH:19]=4)[N:14]=3)=[N:11][N:12]=2)[CH:9]=1, predict the reaction product. The product is: [NH2:33][C@H:30]1[CH2:31][CH2:32][N:28]([C@H:3]([C:4]2[CH:5]=[CH:6][C:7]3[N:8]([C:10]([C:13]4[CH:22]=[CH:21][C:20]5[C:15](=[CH:16][C:17]([O:24][CH2:25][CH2:26][OH:27])=[C:18]([F:23])[CH:19]=5)[N:14]=4)=[N:11][N:12]=3)[CH:9]=2)[C:2]([F:41])([F:1])[F:42])[CH2:29]1. (7) Given the reactants [Cl:1][C:2]1[CH:7]=[CH:6][C:5]([N:8]2[CH2:13][CH2:12][N:11]([CH2:14][C:15]3[CH:28]=[C:27]4[C:18]([N:19]5[CH:24]([C:25](=[O:29])[NH:26]4)[CH2:23][NH:22][CH2:21][CH2:20]5)=[N:17][CH:16]=3)[CH2:10][CH2:9]2)=[CH:4][CH:3]=1.[C:30](=O)([O-])[O-].[K+].[K+].CI, predict the reaction product. The product is: [Cl:1][C:2]1[CH:7]=[CH:6][C:5]([N:8]2[CH2:9][CH2:10][N:11]([CH2:14][C:15]3[CH:28]=[C:27]4[C:18]([N:19]5[CH:24]([C:25](=[O:29])[NH:26]4)[CH2:23][N:22]([CH3:30])[CH2:21][CH2:20]5)=[N:17][CH:16]=3)[CH2:12][CH2:13]2)=[CH:4][CH:3]=1.